Dataset: Forward reaction prediction with 1.9M reactions from USPTO patents (1976-2016). Task: Predict the product of the given reaction. The product is: [CH:21]1[N:25]([CH2:26][O:27][CH2:28][CH2:29][OH:30])[C:24]2[N:31]=[C:32]([NH2:36])[N:33]=[C:34]([OH:35])[C:23]=2[N:22]=1.[NH:16]1[CH:20]=[CH:19][N:18]=[CH:17]1.[CH3:5][C@H:4]([C:2]([OH:1])=[O:3])[C:6]1[CH:7]=[CH:8][C:9]2[CH:10]=[C:11]([O:27][CH3:26])[CH:13]=[CH:17][C:14]=2[CH:15]=1. Given the reactants [OH:1][C:2]([CH:4]([C:6]1[CH:15]=[CH:14][C:9]([CH2:10][CH:11]([CH3:13])C)=[CH:8][CH:7]=1)[CH3:5])=[O:3].[NH:16]1[CH:20]=[CH:19][N:18]=[CH:17]1.[CH:21]1[N:25]([CH2:26][O:27][CH2:28][CH2:29][OH:30])[C:24]2[N:31]=[C:32]([NH2:36])[N:33]=[C:34]([OH:35])[C:23]=2[N:22]=1, predict the reaction product.